From a dataset of Catalyst prediction with 721,799 reactions and 888 catalyst types from USPTO. Predict which catalyst facilitates the given reaction. Reactant: [NH2:1][CH:2]([CH2:8][C:9]1[C:14]([Cl:15])=[CH:13][CH:12]=[CH:11][C:10]=1[Cl:16])[CH2:3][C:4]([O:6][CH3:7])=[O:5].C(O)(=O)C.[C:21]([O:27][CH2:28][CH3:29])(=[O:26])[CH2:22][C:23]([CH3:25])=O.S([O-])([O-])(=O)=O.[Mg+2]. Product: [CH3:7][O:6][C:4]([CH2:3][CH:2]([NH:1][C:23]([CH3:25])=[CH:22][C:21]([O:27][CH2:28][CH3:29])=[O:26])[CH2:8][C:9]1[C:10]([Cl:16])=[CH:11][CH:12]=[CH:13][C:14]=1[Cl:15])=[O:5]. The catalyst class is: 11.